From a dataset of Full USPTO retrosynthesis dataset with 1.9M reactions from patents (1976-2016). Predict the reactants needed to synthesize the given product. (1) Given the product [CH3:45][S:46]([NH:49][C:14](=[O:15])[C:13]1[CH:17]=[CH:18][C:10]([NH:9][C:5]2[CH:6]=[CH:7][CH:8]=[C:3]([C:2]([F:20])([F:19])[F:1])[CH:4]=2)=[CH:11][CH:12]=1)(=[O:48])=[O:47], predict the reactants needed to synthesize it. The reactants are: [F:1][C:2]([F:20])([F:19])[C:3]1[CH:4]=[C:5]([NH:9][C:10]2[CH:18]=[CH:17][C:13]([C:14](O)=[O:15])=[CH:12][CH:11]=2)[CH:6]=[CH:7][CH:8]=1.CN(C(ON1N=NC2C=CC=NC1=2)=[N+](C)C)C.F[P-](F)(F)(F)(F)F.[CH3:45][S:46]([NH2:49])(=[O:48])=[O:47].CCN(C(C)C)C(C)C. (2) Given the product [C:1]([SiH2:5][O:6][C:7]([CH3:15])([CH3:14])[C@H:8]1[O:12][C:11]2=[N:13][C:16](=[O:19])[CH:17]=[CH:18][N:10]2[CH2:9]1)([CH3:4])([CH3:2])[CH3:3], predict the reactants needed to synthesize it. The reactants are: [C:1]([SiH2:5][O:6][C:7]([CH3:15])([CH3:14])[C@H:8]1[O:12][C:11]([NH2:13])=[N:10][CH2:9]1)([CH3:4])([CH3:3])[CH3:2].[C:16](OCC)(=[O:19])[C:17]#[CH:18]. (3) Given the product [Cl:30][C:45]1[CH:32]=[N:33][CH:35]=[C:47]([Cl:50])[C:40]=1[NH:37][C:25]([C:8]1[C:7]2[C:6]3[C:14](=[C:2]([Cl:1])[CH:3]=[CH:4][CH:5]=3)[N:13]([CH2:15][C:16]3[CH:17]=[CH:18][C:19]([F:22])=[CH:20][CH:21]=3)[C:12]=2[C:11]([O:23][CH3:24])=[CH:10][CH:9]=1)=[O:26], predict the reactants needed to synthesize it. The reactants are: [Cl:1][C:2]1[CH:3]=[CH:4][CH:5]=[C:6]2[C:14]=1[N:13]([CH2:15][C:16]1[CH:21]=[CH:20][C:19]([F:22])=[CH:18][CH:17]=1)[C:12]1[C:11]([O:23][CH3:24])=[CH:10][CH:9]=[C:8]([C:25](O)=[O:26])[C:7]2=1.S(Cl)([Cl:30])=O.[CH3:32][N:33]([CH:35]=O)C.[N+:37]([C:40]1[CH:45]=CC(O)=CC=1)([O-])=O.[CH:47]([Cl:50])(Cl)Cl. (4) Given the product [CH3:1][O:2][C:3]([C:5]1[S:6][C:7]([S:25][CH3:24])=[C:8]([S:10]([C:13]2[CH:14]=[N:15][C:16]([Cl:20])=[C:17]([Br:19])[CH:18]=2)(=[O:12])=[O:11])[CH:9]=1)=[O:4], predict the reactants needed to synthesize it. The reactants are: [CH3:1][O:2][C:3]([C:5]1[S:6][C:7]([N+]([O-])=O)=[C:8]([S:10]([C:13]2[CH:14]=[N:15][C:16]([Cl:20])=[C:17]([Br:19])[CH:18]=2)(=[O:12])=[O:11])[CH:9]=1)=[O:4].[CH3:24][S-:25].[Na+].